This data is from Reaction yield outcomes from USPTO patents with 853,638 reactions. The task is: Predict the reaction yield, written as a fraction of the theoretical maximum amount of product (1.0 means a 100% yield; for example, 0.34 means a 34% yield). (1) The catalyst is C1COCC1. The reactants are [CH2:1]([O:3][CH:4]([O:12][CH2:13][CH3:14])[C:5]#[C:6][C:7](=O)[CH:8]([CH3:10])[CH3:9])[CH3:2].[C:15]([O:19][CH3:20])(=[O:18])[CH2:16][SH:17].CO.C([O-])([O-])=O.[Cs+].[Cs+].[O-]S([O-])(=O)=O.[Mg+2]. The product is [CH3:20][O:19][C:15]([C:16]1[S:17][C:5]([CH:4]([O:12][CH2:13][CH3:14])[O:3][CH2:1][CH3:2])=[CH:6][C:7]=1[CH:8]([CH3:10])[CH3:9])=[O:18]. The yield is 0.300. (2) The reactants are [F:1][C:2]1[CH:3]=[C:4]([NH:10][C:11]2[C:16]([C:17]3[N:22]=[C:21]([CH3:23])[N:20]=[C:19]([N:24](CC4C=CC(OC)=CC=4)CC4C=CC(OC)=CC=4)[N:18]=3)=[CH:15][C:14]([CH:43]([C:45]3[CH:50]=[CH:49][C:48]([S:51]([CH3:54])(=[O:53])=[O:52])=[CH:47][CH:46]=3)[CH3:44])=[CH:13][N:12]=2)[CH:5]=[N:6][C:7]=1[O:8][CH3:9]. The catalyst is FC(F)(F)C(O)=O. The product is [F:1][C:2]1[CH:3]=[C:4]([NH:10][C:11]2[C:16]([C:17]3[N:22]=[C:21]([CH3:23])[N:20]=[C:19]([NH2:24])[N:18]=3)=[CH:15][C:14]([CH:43]([C:45]3[CH:50]=[CH:49][C:48]([S:51]([CH3:54])(=[O:52])=[O:53])=[CH:47][CH:46]=3)[CH3:44])=[CH:13][N:12]=2)[CH:5]=[N:6][C:7]=1[O:8][CH3:9]. The yield is 0.360.